From a dataset of Peptide-MHC class I binding affinity with 185,985 pairs from IEDB/IMGT. Regression. Given a peptide amino acid sequence and an MHC pseudo amino acid sequence, predict their binding affinity value. This is MHC class I binding data. (1) The peptide sequence is GIPHPAGLK. The MHC is HLA-A26:01 with pseudo-sequence HLA-A26:01. The binding affinity (normalized) is 0. (2) The peptide sequence is SMQKFGERA. The MHC is H-2-Kb with pseudo-sequence H-2-Kb. The binding affinity (normalized) is 0.0735. (3) The peptide sequence is LESSNERSSCI. The MHC is Mamu-A11 with pseudo-sequence Mamu-A11. The binding affinity (normalized) is 0.424. (4) The peptide sequence is LLKWKKTDY. The MHC is HLA-B08:02 with pseudo-sequence HLA-B08:02. The binding affinity (normalized) is 0.0847. (5) The peptide sequence is SFKSINKVY. The MHC is HLA-A31:01 with pseudo-sequence HLA-A31:01. The binding affinity (normalized) is 0.292. (6) The peptide sequence is FVKRLGPGTL. The MHC is HLA-A02:01 with pseudo-sequence HLA-A02:01. The binding affinity (normalized) is 0. (7) The MHC is HLA-A33:01 with pseudo-sequence HLA-A33:01. The peptide sequence is SSNKDPITVY. The binding affinity (normalized) is 0.